This data is from NCI-60 drug combinations with 297,098 pairs across 59 cell lines. The task is: Regression. Given two drug SMILES strings and cell line genomic features, predict the synergy score measuring deviation from expected non-interaction effect. (1) Drug 2: N.N.Cl[Pt+2]Cl. Cell line: A549. Synergy scores: CSS=58.8, Synergy_ZIP=-1.19, Synergy_Bliss=0.134, Synergy_Loewe=1.01, Synergy_HSA=4.32. Drug 1: CC1CCC2CC(C(=CC=CC=CC(CC(C(=O)C(C(C(=CC(C(=O)CC(OC(=O)C3CCCCN3C(=O)C(=O)C1(O2)O)C(C)CC4CCC(C(C4)OC)OCCO)C)C)O)OC)C)C)C)OC. (2) Cell line: PC-3. Drug 1: CC1=CC2C(CCC3(C2CCC3(C(=O)C)OC(=O)C)C)C4(C1=CC(=O)CC4)C. Synergy scores: CSS=1.07, Synergy_ZIP=1.37, Synergy_Bliss=0.908, Synergy_Loewe=-1.82, Synergy_HSA=-2.31. Drug 2: C1=CC=C(C(=C1)C(C2=CC=C(C=C2)Cl)C(Cl)Cl)Cl. (3) Drug 1: C1CCC(CC1)NC(=O)N(CCCl)N=O. Drug 2: CN1C(=O)N2C=NC(=C2N=N1)C(=O)N. Cell line: BT-549. Synergy scores: CSS=16.1, Synergy_ZIP=-1.25, Synergy_Bliss=8.40, Synergy_Loewe=0.563, Synergy_HSA=5.58. (4) Drug 1: CS(=O)(=O)C1=CC(=C(C=C1)C(=O)NC2=CC(=C(C=C2)Cl)C3=CC=CC=N3)Cl. Drug 2: CN(CCCl)CCCl.Cl. Cell line: UACC62. Synergy scores: CSS=13.3, Synergy_ZIP=-0.159, Synergy_Bliss=5.98, Synergy_Loewe=3.34, Synergy_HSA=3.63. (5) Drug 1: CC1=C(C=C(C=C1)C(=O)NC2=CC(=CC(=C2)C(F)(F)F)N3C=C(N=C3)C)NC4=NC=CC(=N4)C5=CN=CC=C5. Drug 2: CC=C1C(=O)NC(C(=O)OC2CC(=O)NC(C(=O)NC(CSSCCC=C2)C(=O)N1)C(C)C)C(C)C. Cell line: HL-60(TB). Synergy scores: CSS=55.9, Synergy_ZIP=0.788, Synergy_Bliss=-0.376, Synergy_Loewe=-68.7, Synergy_HSA=-2.51. (6) Drug 1: C1CCC(C1)C(CC#N)N2C=C(C=N2)C3=C4C=CNC4=NC=N3. Drug 2: CNC(=O)C1=NC=CC(=C1)OC2=CC=C(C=C2)NC(=O)NC3=CC(=C(C=C3)Cl)C(F)(F)F. Cell line: UACC62. Synergy scores: CSS=9.25, Synergy_ZIP=-1.47, Synergy_Bliss=-10.7, Synergy_Loewe=-36.1, Synergy_HSA=-18.1.